From a dataset of Full USPTO retrosynthesis dataset with 1.9M reactions from patents (1976-2016). Predict the reactants needed to synthesize the given product. Given the product [CH2:29]([S:26]([C:21]1[CH:22]=[CH:23][CH:24]=[CH:25][C:20]=1[CH2:19][N:11]1[C:9]2[N:10]=[C:5]([S:4][CH3:3])[N:6]=[CH:7][C:8]=2[CH:14]=[CH:13][C:12]1=[O:15])(=[O:28])=[O:27])[CH3:30], predict the reactants needed to synthesize it. The reactants are: [H-].[Na+].[CH3:3][S:4][C:5]1[N:6]=[CH:7][C:8]2[CH:14]=[CH:13][C:12](=[O:15])[NH:11][C:9]=2[N:10]=1.[Br-].[Li+].Cl[CH2:19][C:20]1[CH:25]=[CH:24][CH:23]=[CH:22][C:21]=1[S:26]([CH2:29][CH3:30])(=[O:28])=[O:27].